This data is from Experimentally validated miRNA-target interactions with 360,000+ pairs, plus equal number of negative samples. The task is: Binary Classification. Given a miRNA mature sequence and a target amino acid sequence, predict their likelihood of interaction. (1) The miRNA is hsa-miR-6816-3p with sequence GAAGGACCUGCACCUUCG. The protein sequence of the target gene is MAATAGGGPGAAAGAVGAGGAAAASGLAVYRRKDGGPASKFWESPDTVSQLDSVRVWLGKHYKKYVHADAPTNKTLAGLVVQLLQFQEDAFGKHVTNPAFTKLPAKCFMDFKAGGTLCHILGAAYKYKNEQGWRRFDLQNPSRMDRNVEMFMNIEKTLVQNNCLTRPNIYLIPDIDLKLANKLKDIIKRHQGTFTDEKSKASHHIYPYPSSQEDEEWLRPVMRRDKQVLVHWGFYPDSYDTWVHSNDVDAEIEDAPIPEKPWKVHVKWILDTDVFNEWMNEEDYEVDENRKPVSFRQRIS.... Result: 0 (no interaction). (2) The miRNA is hsa-miR-545-3p with sequence UCAGCAAACAUUUAUUGUGUGC. The protein sequence of the target gene is MVEDGAEELEDLVHFSVSELPSRGYGVMEEIRRQGKLCDVTLKIGDHKFSAHRIVLAASIPYFHAMFTNDMMECKQDEIVMQGMDPSALEALINFAYNGNLAIDQQNVQSLLMGASFLQLQSIKDACCTFLRERLHPKNCLGVRQFAETMMCAVLYDAANSFIHQHFVEVSMSEEFLALPLEDVLELVSRDELNVKSEEQVFEAALAWVRYDREQRGPYLPELLSNIRLPLCRPQFLSDRVQQDDLVRCCHKCRDLVDEAKDYHLMPERRPHLPAFRTRPRCCTSIAGLIYAVGGLNSAG.... Result: 1 (interaction). (3) The miRNA is hsa-miR-4434 with sequence AGGAGAAGUAAAGUAGAA. Result: 1 (interaction). The protein sequence of the target gene is MLKKMGEAVARVARKVNETVESGSDTLDLAECKLVSFPIGIYKVLRNVSGQIHLITLANNELKSLTSKFMTTFSQLRELHLEGNFLHRLPSEVSALQHLKAIDLSRNQFQDFPEQLTALPALETINLEENEIVDVPVEKLAAMPALRSINLRFNPLNAEVRVIAPPLIKFDMLMSPEGARAPLP. (4) The miRNA is hsa-miR-516a-3p with sequence UGCUUCCUUUCAGAGGGU. The protein sequence of the target gene is MWPGNAWRAALFWVPRGRRAQSALAQLRGILEGELEGIRGAGTWKSERVITSRQGPHIRVDGVSGGILNFCANNYLGLSSHPEVIQAGLQALEEFGAGLSSVRFICGTQSIHKNLEAKIARFHQREDAILYPSCYDANAGLFEALLTPEDAVLSDELNHASIIDGIRLCKAHKYRYRHLDMADLEAKLQEAQKHRLRLVATDGAFSMDGDIAPLQEICCLASRYGALVFMDECHATGFLGPTGRGTDELLGVMDQVTIINSTLGKALGGASGGYTTGPGPLVSLLRQRARPYLFSNSLPP.... Result: 0 (no interaction). (5) The miRNA is mmu-miR-503-5p with sequence UAGCAGCGGGAACAGUACUGCAG. The protein sequence of the target gene is MAQTVPPCELPCKEYDVARNTGAYTSSGLATASFRTSKYLLEEWFQNCYARYHQAFADRDQSERQRHESQQLATETQALAQRTQQDSTRTVGERLQDTHSWKSELQREMEALAAETNLLLAQKQRLERALDATEVPFSITTDNLQCRERREHPNLVRDHVETELLKEAELIRNIQELLKRTIMQAVSQIRLNREHKETCEMDWSDKMEAYNIDETCGRHHSQSTEVQAHPYSTTFQESASTPETRAKFTQDNLCRAQRERLASANLRVLVDCILRDTSEDLRLQCDAVNLAFGRRCEELE.... Result: 0 (no interaction). (6) The miRNA is hsa-miR-5681b with sequence AGGUAUUGCCACCCUUUCUAGU. The protein sequence of the target gene is MQPPPRKVKPAQEVKLRFLEQLSILQTRQQREADLLEDIRSYSKQRAAIEREYGQALQKLAGPFLKREGQRSGEADSRTVFGAWRCLLDATVAGGQTRLQASDRYRDLAGGTGRSAKEQVLRKGTESLQQAQAEVLQSVRELSRSRKLYGQRQRVWALAQEKAADVQARLNRSDHGIFHSRTSLQKLSTKLSAQSAQYSQQLRAARNEYLLNLVATNAHLAHYYQEELPALLKVLVSELSEYLRDPLTLLGHTELEAAEMILEHARHGGKATSQVNWEQDVKLFLQGPGVFSPTPPQQFQ.... Result: 0 (no interaction). (7) The miRNA is hsa-miR-629-3p with sequence GUUCUCCCAACGUAAGCCCAGC. The protein sequence of the target gene is MAGSPLLCGPRAGGVGILVLLLLGLLRLPPTLSARPVKEPRSLSAASAPLVETSTPLRLRRAVPRGEAAGAVQELARALAHLLEAERQERARAEAQEAEDQQARVLAQLLRAWGSPRASDPPLAPDDDPDAPAAQLARALLRARLDPAALAAQLVPAPAAAPRPRPPVYDDGPTGPDVEDAGDETPDVDPELLRYLLGRILTGSSEPEAAPAPRRLRRSVDQDLGPEVPPENVLGALLRVKRLENPSPQAPARRLLPP. Result: 0 (no interaction).